Predict the reactants needed to synthesize the given product. From a dataset of Full USPTO retrosynthesis dataset with 1.9M reactions from patents (1976-2016). The reactants are: [C:1]([C:5]1[CH:6]=[C:7]([C:16]2[CH:21]=[CH:20][C:19]([C:22](N(OC)C)=[O:23])=[CH:18][CH:17]=2)[CH:8]=[C:9]([C:12]([CH3:15])([CH3:14])[CH3:13])[C:10]=1[OH:11])([CH3:4])([CH3:3])[CH3:2].[C:28](C1C=C(C2C=CC(C(O)=O)=CC=2)C=C(C(C)(C)C)C=1O)(C)(C)C. Given the product [C:1]([C:5]1[CH:6]=[C:7]([C:16]2[CH:21]=[CH:20][C:19]([C:22](=[O:23])[CH3:28])=[CH:18][CH:17]=2)[CH:8]=[C:9]([C:12]([CH3:13])([CH3:15])[CH3:14])[C:10]=1[OH:11])([CH3:3])([CH3:4])[CH3:2], predict the reactants needed to synthesize it.